Dataset: Reaction yield outcomes from USPTO patents with 853,638 reactions. Task: Predict the reaction yield, written as a fraction of the theoretical maximum amount of product (1.0 means a 100% yield; for example, 0.34 means a 34% yield). (1) The reactants are [C:1]([O:5][C:6]([N:8]([CH2:10][C:11]1[CH:12]=[CH:13][C:14]([NH:17][C:18]2[S:19][C:20]([S:23][C:24]3[CH:29]=[CH:28][N:27]=[C:26]([C:30]([OH:32])=O)[C:25]=3[F:33])=[CH:21][N:22]=2)=[N:15][CH:16]=1)[CH3:9])=[O:7])([CH3:4])([CH3:3])[CH3:2].[NH2:34][CH2:35][C:36]([C:41]1[CH:46]=[CH:45][CH:44]=[CH:43][CH:42]=1)([OH:40])[CH2:37][CH2:38][CH3:39].C1C=CC2N(O)N=NC=2C=1.CCN=C=NCCCN(C)C.C(N(C(C)C)CC)(C)C. The catalyst is CN1C(=O)CCC1. The product is [F:33][C:25]1[C:26]([C:30](=[O:32])[NH:34][CH2:35][C:36]([OH:40])([C:41]2[CH:42]=[CH:43][CH:44]=[CH:45][CH:46]=2)[CH2:37][CH2:38][CH3:39])=[N:27][CH:28]=[CH:29][C:24]=1[S:23][C:20]1[S:19][C:18]([NH:17][C:14]2[N:15]=[CH:16][C:11]([CH2:10][N:8]([CH3:9])[C:6](=[O:7])[O:5][C:1]([CH3:3])([CH3:2])[CH3:4])=[CH:12][CH:13]=2)=[N:22][CH:21]=1. The yield is 0.610. (2) The reactants are [Cl:1][C:2]1[C:7]([O:8][CH3:9])=[CH:6][C:5]([O:10][CH3:11])=[C:4]([Cl:12])[C:3]=1[C:13]1[C:24](=[O:25])[N:23]([CH2:26][CH2:27][N:28]([CH:35]2[CH2:38][N:37]([C:39](=[O:42])[CH:40]=[CH2:41])[CH2:36]2)C(=O)C(F)(F)F)[C:16]2[N:17]=[C:18]([NH:21][CH3:22])[N:19]=[CH:20][C:15]=2[CH:14]=1.C([O-])([O-])=O.[K+].[K+]. The catalyst is CO.O. The product is [Cl:12][C:4]1[C:5]([O:10][CH3:11])=[CH:6][C:7]([O:8][CH3:9])=[C:2]([Cl:1])[C:3]=1[C:13]1[C:24](=[O:25])[N:23]([CH2:26][CH2:27][NH:28][CH:35]2[CH2:36][N:37]([C:39](=[O:42])[CH:40]=[CH2:41])[CH2:38]2)[C:16]2[N:17]=[C:18]([NH:21][CH3:22])[N:19]=[CH:20][C:15]=2[CH:14]=1. The yield is 0.290. (3) The reactants are C([O:3][C:4](=O)[CH2:5][C:6](=O)[CH2:7][C:8]1[CH:13]=[CH:12][CH:11]=[C:10]([Br:14])[CH:9]=1)C.C(=O)(O)O.[NH2:21][C:22]([NH2:24])=[NH:23]. The catalyst is C(O)C. The product is [NH2:23][C:22]1[NH:24][C:4](=[O:3])[CH:5]=[C:6]([CH2:7][C:8]2[CH:13]=[CH:12][CH:11]=[C:10]([Br:14])[CH:9]=2)[N:21]=1. The yield is 0.830. (4) The reactants are C(OC([NH:8][CH2:9][CH:10]1[CH2:15][CH2:14][N:13]([CH2:16][C:17]2[CH:18]=[CH:19][C:20]3[NH:24]/[C:23](=[N:25]\[C:26](=[O:34])[C:27]4[CH:32]=[CH:31][C:30]([F:33])=[CH:29][CH:28]=4)/[N:22]([C@@H:35]4[CH2:40][CH2:39][C@H:38]([C:41](O)=[O:42])[CH2:37][CH2:36]4)[C:21]=3[CH:44]=2)[CH2:12][CH2:11]1)=O)(C)(C)C.S(Cl)(Cl)=O.[CH:49]([NH2:52])([CH3:51])[CH3:50].Cl. The catalyst is C1COCC1. The product is [NH2:8][CH2:9][CH:10]1[CH2:15][CH2:14][N:13]([CH2:16][C:17]2[CH:18]=[CH:19][C:20]3[NH:24]/[C:23](=[N:25]\[C:26](=[O:34])[C:27]4[CH:28]=[CH:29][C:30]([F:33])=[CH:31][CH:32]=4)/[N:22]([C@H:35]4[CH2:36][CH2:37][C@@H:38]([C:41](=[O:42])[NH:52][CH:49]([CH3:51])[CH3:50])[CH2:39][CH2:40]4)[C:21]=3[CH:44]=2)[CH2:12][CH2:11]1. The yield is 0.583. (5) The reactants are C(O[BH-](OC(=O)C)OC(=O)C)(=O)C.[Na+].[Cl:15][C:16]1[C:17]([CH:27]=O)=[N:18][CH:19]=[C:20]([N:22]([CH3:26])[CH2:23][CH2:24][CH3:25])[N:21]=1.[CH2:29]([NH:36][CH2:37][CH2:38][OH:39])[C:30]1[CH:35]=[CH:34][CH:33]=[CH:32][CH:31]=1.C(=O)([O-])O.[Na+]. The catalyst is C(#N)C.C(O)(=O)C. The product is [CH2:29]([N:36]([CH2:27][C:17]1[C:16]([Cl:15])=[N:21][C:20]([N:22]([CH3:26])[CH2:23][CH2:24][CH3:25])=[CH:19][N:18]=1)[CH2:37][CH2:38][OH:39])[C:30]1[CH:35]=[CH:34][CH:33]=[CH:32][CH:31]=1. The yield is 0.910. (6) The reactants are [C:1]([C:3]([NH:18][C:19](=[O:31])[C:20]1[CH:25]=[CH:24][C:23]([O:26][C:27]([F:30])([F:29])[F:28])=[CH:22][CH:21]=1)([CH3:17])[CH2:4][N:5]1[N:9]=[C:8]2[C:10]([Cl:16])=[CH:11][C:12]([Cl:15])=[C:13]([Cl:14])[C:7]2=[N:6]1)#[N:2].[NH4+]=[S:33]. The catalyst is CO. The product is [CH3:17][C:3]([NH:18][C:19](=[O:31])[C:20]1[CH:25]=[CH:24][C:23]([O:26][C:27]([F:28])([F:30])[F:29])=[CH:22][CH:21]=1)([C:1](=[S:33])[NH2:2])[CH2:4][N:5]1[N:9]=[C:8]2[C:10]([Cl:16])=[CH:11][C:12]([Cl:15])=[C:13]([Cl:14])[C:7]2=[N:6]1. The yield is 0.470.